This data is from Full USPTO retrosynthesis dataset with 1.9M reactions from patents (1976-2016). The task is: Predict the reactants needed to synthesize the given product. (1) Given the product [CH2:1]([O:5][CH2:6][CH2:7][O:8][C:9]1[CH:10]=[CH:11][C:12]([C:15]2[CH:16]=[CH:17][C:18]3[N:24]([CH2:25][CH2:26][CH3:27])[CH2:23][CH2:22][C:21]([C:28]([NH:30][C:31]4[CH:32]=[CH:33][C:34]([S:37]([CH2:38][C:39]5[CH:44]=[CH:43][CH:42]=[CH:41][N:40]=5)=[O:54])=[CH:35][CH:36]=4)=[O:29])=[CH:20][C:19]=3[CH:45]=2)=[CH:13][CH:14]=1)[CH2:2][CH2:3][CH3:4], predict the reactants needed to synthesize it. The reactants are: [CH2:1]([O:5][CH2:6][CH2:7][O:8][C:9]1[CH:14]=[CH:13][C:12]([C:15]2[CH:16]=[CH:17][C:18]3[N:24]([CH2:25][CH2:26][CH3:27])[CH2:23][CH2:22][C:21]([C:28]([NH:30][C:31]4[CH:36]=[CH:35][C:34]([S:37][CH2:38][C:39]5[CH:44]=[CH:43][CH:42]=[CH:41][N:40]=5)=[CH:33][CH:32]=4)=[O:29])=[CH:20][C:19]=3[CH:45]=2)=[CH:11][CH:10]=1)[CH2:2][CH2:3][CH3:4].ClC1C=CC=C(C(OO)=[O:54])C=1.S([O-])([O-])(=O)=S.[Na+].[Na+]. (2) The reactants are: Cl.[NH:2]1[CH2:7][CH2:6][CH:5]([C:8]2[CH:13]=[CH:12][C:11]([C:14]3[CH:15]=[CH:16][C:17]([NH:20][C:21]4[CH:22]=[N:23][C:24]([C:27]([F:30])([F:29])[F:28])=[CH:25][CH:26]=4)=[N:18][CH:19]=3)=[CH:10][CH:9]=2)[CH2:4][CH2:3]1.C(N(CC)C(C)C)(C)C.[CH2:40]([O:42][C:43](=[O:47])[C:44](Cl)=[O:45])[CH3:41]. Given the product [CH2:40]([O:42][C:43](=[O:47])[C:44](=[O:45])[N:2]1[CH2:7][CH2:6][CH:5]([C:8]2[CH:9]=[CH:10][C:11]([C:14]3[CH:19]=[N:18][C:17]([NH:20][C:21]4[CH:22]=[N:23][C:24]([C:27]([F:30])([F:29])[F:28])=[CH:25][CH:26]=4)=[CH:16][CH:15]=3)=[CH:12][CH:13]=2)[CH2:4][CH2:3]1)[CH3:41], predict the reactants needed to synthesize it.